Task: Predict the product of the given reaction.. Dataset: Forward reaction prediction with 1.9M reactions from USPTO patents (1976-2016) (1) Given the reactants [CH3:1][C:2]1[C:11]([CH3:12])=[C:10](O)[C:9]2[C:4](=[C:5]([CH3:14])[CH:6]=[CH:7][CH:8]=2)[N:3]=1.O=P(Cl)(Cl)[Cl:17], predict the reaction product. The product is: [Cl:17][C:10]1[C:9]2[C:4](=[C:5]([CH3:14])[CH:6]=[CH:7][CH:8]=2)[N:3]=[C:2]([CH3:1])[C:11]=1[CH3:12]. (2) Given the reactants O.[NH2:2][NH2:3].Br[C:5]1[CH:10]=[CH:9][C:8]([Br:11])=[CH:7][N:6]=1, predict the reaction product. The product is: [Br:11][C:8]1[CH:9]=[CH:10][C:5]([NH:2][NH2:3])=[N:6][CH:7]=1. (3) The product is: [C:21]([N:20]=[S:18]([C:15]1[CH:14]=[CH:13][C:12]([C@@H:10]([OH:11])[C@H:9]([NH:8][C:30](=[O:29])[CH:31]([Cl:33])[Cl:32])[CH2:25][F:26])=[CH:17][CH:16]=1)([CH3:24])=[O:19])(=[O:23])[NH2:22]. Given the reactants OC(C(F)(F)F)=O.[NH2:8][C@H:9]([CH2:25][F:26])[C@@H:10]([C:12]1[CH:17]=[CH:16][C:15]([S:18]([CH3:24])(=[N:20][C:21](=[O:23])[NH2:22])=[O:19])=[CH:14][CH:13]=1)[OH:11].C([O:29][C:30](=O)[CH:31]([Cl:33])[Cl:32])C, predict the reaction product. (4) Given the reactants Br[C:2]1[CH:7]=[CH:6][CH:5]=[CH:4][C:3]=1[CH3:8].[Mg].[C:10]([P:14](Cl)[C:15]([CH3:18])([CH3:17])[CH3:16])([CH3:13])([CH3:12])[CH3:11].S(=O)(=O)(O)O, predict the reaction product. The product is: [C:10]([P:14]([C:15]([CH3:18])([CH3:17])[CH3:16])[C:2]1[CH:7]=[CH:6][CH:5]=[CH:4][C:3]=1[CH3:8])([CH3:13])([CH3:12])[CH3:11]. (5) Given the reactants C(OC([N:8]1[CH2:17][CH2:16][C:15]2[NH:14][N:13]=[C:12]([C:18]3[CH:23]=[CH:22][C:21]([Cl:24])=[CH:20][CH:19]=3)[C:11]=2[CH2:10][CH2:9]1)=O)(C)(C)C.[CH:25]1([CH2:31]Br)[CH2:30][CH2:29][CH2:28][CH2:27][CH2:26]1.C(OC(N1CCC2C(=C(C3C=CC(Cl)=CC=3)N(CC3CCCCC3)N=2)CC1)=O)(C)(C)C, predict the reaction product. The product is: [Cl:24][C:21]1[CH:20]=[CH:19][C:18]([C:12]2[C:11]3[CH2:10][CH2:9][NH:8][CH2:17][CH2:16][C:15]=3[N:14]([CH2:31][CH:25]3[CH2:30][CH2:29][CH2:28][CH2:27][CH2:26]3)[N:13]=2)=[CH:23][CH:22]=1. (6) Given the reactants C([Mg]Cl)(C)C.Br[C:7]1[CH:8]=[N:9][CH:10]=[CH:11][CH:12]=1.C([O:17][B:18]([CH:24]=[CH2:25])OCCCC)CCC.Cl, predict the reaction product. The product is: [N:9]1[CH:10]=[CH:11][CH:12]=[C:7]([CH:25]=[CH:24][BH:18][OH:17])[CH:8]=1. (7) Given the reactants [Br:1][C:2]1[C:10]2[C:9](=[O:11])[N:8]([CH3:12])[C:7](=[O:13])[N:6]([CH2:14][CH:15]([CH3:17])[CH3:16])[C:5]=2[S:4][C:3]=1[CH:18](O)[C:19]1[CH:24]=[CH:23][CH:22]=[CH:21][C:20]=1[C:25]([F:28])([F:27])[F:26].FC(F)(F)C(O)=O.ClCCl, predict the reaction product. The product is: [Br:1][C:2]1[C:10]2[C:9](=[O:11])[N:8]([CH3:12])[C:7](=[O:13])[N:6]([CH2:14][CH:15]([CH3:16])[CH3:17])[C:5]=2[S:4][C:3]=1[CH2:18][C:19]1[CH:24]=[CH:23][CH:22]=[CH:21][C:20]=1[C:25]([F:26])([F:27])[F:28].